From a dataset of Full USPTO retrosynthesis dataset with 1.9M reactions from patents (1976-2016). Predict the reactants needed to synthesize the given product. Given the product [CH3:1][C:2]1[CH:7]=[CH:6][N:5]=[C:4]([S:8][CH3:11])[N:3]=1, predict the reactants needed to synthesize it. The reactants are: [CH3:1][C:2]1[CH:7]=[CH:6][N:5]=[C:4]([SH:8])[N:3]=1.IC.[C:11]([O-])([O-])=O.[K+].[K+].